Dataset: Reaction yield outcomes from USPTO patents with 853,638 reactions. Task: Predict the reaction yield, written as a fraction of the theoretical maximum amount of product (1.0 means a 100% yield; for example, 0.34 means a 34% yield). The reactants are C1C=CC(P(C2C=CC=CC=2)C2C=CC=CC=2)=CC=1.II.[CH2:22]([O:29][N:30]1[C:36](=[O:37])[N:35]2[CH2:38][C@H:31]1[CH2:32][CH2:33][C@H:34]2[C:39]([NH:41][NH:42][C:43](=O)[CH2:44][C:45]1([NH:48][C:49](=[O:55])[O:50][C:51]([CH3:54])([CH3:53])[CH3:52])[CH2:47][CH2:46]1)=[O:40])[C:23]1[CH:28]=[CH:27][CH:26]=[CH:25][CH:24]=1. The catalyst is C(Cl)Cl. The product is [CH2:22]([O:29][N:30]1[C:36](=[O:37])[N:35]2[CH2:38][C@H:31]1[CH2:32][CH2:33][C@H:34]2[C:39]1[O:40][C:43]([CH2:44][C:45]2([NH:48][C:49](=[O:55])[O:50][C:51]([CH3:52])([CH3:53])[CH3:54])[CH2:47][CH2:46]2)=[N:42][N:41]=1)[C:23]1[CH:28]=[CH:27][CH:26]=[CH:25][CH:24]=1. The yield is 0.870.